Dataset: Catalyst prediction with 721,799 reactions and 888 catalyst types from USPTO. Task: Predict which catalyst facilitates the given reaction. (1) Reactant: Br[CH:2]([C:9]1[CH:14]=[CH:13][CH:12]=[CH:11][CH:10]=1)[C:3]1[CH:8]=[CH:7][CH:6]=[CH:5][CH:4]=1.[CH3:15][N:16]([C@@H:33]1[CH2:37][CH2:36][NH:35][CH2:34]1)[CH2:17][C:18]([N:20]([C:27]1[CH:32]=[CH:31][CH:30]=[CH:29][CH:28]=1)[C:21]1[CH:26]=[CH:25][CH:24]=[CH:23][CH:22]=1)=[O:19].C([O-])([O-])=O.[K+].[K+]. Product: [CH:2]([N:35]1[CH2:36][CH2:37][C@@H:33]([N:16]([CH3:15])[CH2:17][C:18]([N:20]([C:27]2[CH:32]=[CH:31][CH:30]=[CH:29][CH:28]=2)[C:21]2[CH:26]=[CH:25][CH:24]=[CH:23][CH:22]=2)=[O:19])[CH2:34]1)([C:9]1[CH:14]=[CH:13][CH:12]=[CH:11][CH:10]=1)[C:3]1[CH:8]=[CH:7][CH:6]=[CH:5][CH:4]=1. The catalyst class is: 131. (2) Reactant: Br[CH:2]([CH3:15])[C:3]([C:5]1[CH:14]=[CH:13][C:8]2[NH:9][C:10](=[O:12])[NH:11][C:7]=2[CH:6]=1)=[O:4].[OH:16][C:17]1([C:23]2[S:24][CH:25]=[CH:26][CH:27]=2)[CH2:22][CH2:21][NH:20][CH2:19][CH2:18]1.C(N(CC)CC)C. The catalyst class is: 3. Product: [OH:16][C:17]1([C:23]2[S:24][CH:25]=[CH:26][CH:27]=2)[CH2:18][CH2:19][N:20]([CH:2]([CH3:15])[C:3]([C:5]2[CH:14]=[CH:13][C:8]3[NH:9][C:10](=[O:12])[NH:11][C:7]=3[CH:6]=2)=[O:4])[CH2:21][CH2:22]1. (3) Product: [C:1]([N:4]1[C:13]2[C:8](=[CH:9][C:10]([C:33]3[C:32]([CH3:45])=[N:31][N:30]([CH3:29])[C:34]=3[CH3:35])=[CH:11][CH:12]=2)[C@H:7]([NH:15][C:16](=[O:21])[O:17][CH:18]([CH3:20])[CH3:19])[CH2:6][C@@H:5]1[CH3:22])(=[O:3])[CH3:2]. Reactant: [C:1]([N:4]1[C:13]2[C:8](=[CH:9][C:10](Br)=[CH:11][CH:12]=2)[CH:7]([NH:15][C:16](=[O:21])[O:17][CH:18]([CH3:20])[CH3:19])[CH2:6][CH:5]1[CH3:22])(=[O:3])[CH3:2].C(=O)([O-])[O-].[K+].[K+].[CH3:29][N:30]1[C:34]([CH3:35])=[C:33](B2OC(C)(C)C(C)(C)O2)[C:32]([CH3:45])=[N:31]1.C(O)C. The catalyst class is: 206. (4) Reactant: [C:1]([C:5]1[CH:6]=[CH:7][C:8]([CH3:28])=[C:9]([NH:11][C:12]2[C:21]3[C:16](=[C:17](Cl)[N:18]=[CH:19][CH:20]=3)[C:15]3[CH:23]=[C:24]([F:27])[CH:25]=[CH:26][C:14]=3[N:13]=2)[CH:10]=1)([CH3:4])([CH3:3])[CH3:2].Cl.C([O-])(O)=[O:31].[Na+]. Product: [C:1]([C:5]1[CH:6]=[CH:7][C:8]([CH3:28])=[C:9]([NH:11][C:12]2[C:21]3[CH:20]=[CH:19][NH:18][C:17](=[O:31])[C:16]=3[C:15]3[CH:23]=[C:24]([F:27])[CH:25]=[CH:26][C:14]=3[N:13]=2)[CH:10]=1)([CH3:4])([CH3:3])[CH3:2]. The catalyst class is: 1. (5) Reactant: Br[C:2]1[CH:7]=[CH:6][C:5]([S:8]([NH:11][CH:12]2[CH2:14][CH2:13]2)(=[O:10])=[O:9])=[C:4]([O:15][C:16]([F:19])([F:18])[F:17])[CH:3]=1.[C:20]([C:22]1[N:26]([CH3:27])[C:25](B(O)O)=[CH:24][CH:23]=1)#[N:21].[F-].[K+].C(P(C(C)(C)C)C(C)(C)C)(C)(C)C. Product: [C:20]([C:22]1[N:26]([CH3:27])[C:25]([C:2]2[CH:7]=[CH:6][C:5]([S:8]([NH:11][CH:12]3[CH2:14][CH2:13]3)(=[O:10])=[O:9])=[C:4]([O:15][C:16]([F:19])([F:18])[F:17])[CH:3]=2)=[CH:24][CH:23]=1)#[N:21]. The catalyst class is: 110. (6) Reactant: [C:1]([O:5][C:6]([NH:8][O:9][CH2:10][C:11]1[CH:12]=[C:13]([CH:18]=[CH:19][CH:20]=1)[C:14]([O:16]C)=[O:15])=[O:7])([CH3:4])([CH3:3])[CH3:2].[OH-].[Li+].[OH-].[Na+]. Product: [C:1]([O:5][C:6]([NH:8][O:9][CH2:10][C:11]1[CH:12]=[C:13]([CH:18]=[CH:19][CH:20]=1)[C:14]([OH:16])=[O:15])=[O:7])([CH3:4])([CH3:2])[CH3:3]. The catalyst class is: 38.